Dataset: Forward reaction prediction with 1.9M reactions from USPTO patents (1976-2016). Task: Predict the product of the given reaction. Given the reactants [Cl:1][C:2]1[CH:3]=[C:4]([C:8]2[C:9]3[N:18]([CH2:19][C@H:20]4[CH2:25][CH2:24][C@H:23]([CH3:26])[CH2:22][CH2:21]4)[CH:17]=[C:16](I)[C:10]=3[N:11]=[C:12]([C:14]#[N:15])[N:13]=2)[CH:5]=[N:6][CH:7]=1.[Br-].[CH2:29]([Zn+])[CH:30]([CH3:32])[CH3:31], predict the reaction product. The product is: [Cl:1][C:2]1[CH:3]=[C:4]([C:8]2[C:9]3[N:18]([CH2:19][C@H:20]4[CH2:25][CH2:24][C@H:23]([CH3:26])[CH2:22][CH2:21]4)[CH:17]=[C:16]([CH2:29][CH:30]([CH3:32])[CH3:31])[C:10]=3[N:11]=[C:12]([C:14]#[N:15])[N:13]=2)[CH:5]=[N:6][CH:7]=1.